This data is from Full USPTO retrosynthesis dataset with 1.9M reactions from patents (1976-2016). The task is: Predict the reactants needed to synthesize the given product. (1) Given the product [F:6][C:7]1[CH:8]=[N:9][C:10]2[C:15]([C:16]=1[CH:22]=[O:23])=[CH:14][C:13]([O:17][CH3:18])=[CH:12][CH:11]=2, predict the reactants needed to synthesize it. The reactants are: [Li]CCCC.[F:6][C:7]1[CH:8]=[N:9][C:10]2[C:15]([CH:16]=1)=[CH:14][C:13]([O:17][CH3:18])=[CH:12][CH:11]=2.CN([CH:22]=[O:23])C.C(O)CC. (2) Given the product [S:23](=[O:25])(=[O:24])([O:14][CH:5]([CH2:6][CH2:7][C:8]#[C:9][Si:10]([CH3:13])([CH3:11])[CH3:12])[CH2:4][CH:2]([CH3:1])[CH3:3])[NH2:26], predict the reactants needed to synthesize it. The reactants are: [CH3:1][CH:2]([CH2:4][CH:5]([OH:14])[CH2:6][CH2:7][C:8]#[C:9][Si:10]([CH3:13])([CH3:12])[CH3:11])[CH3:3].CCN(CC)CC.Cl[S:23]([N:26]=C=O)(=[O:25])=[O:24].C(O)=O.